This data is from Forward reaction prediction with 1.9M reactions from USPTO patents (1976-2016). The task is: Predict the product of the given reaction. (1) The product is: [CH3:53][O:54][C:55](=[O:64])[CH2:56][C:57]1[CH:58]=[CH:59][C:60]([O:50][C:48]2[C:47]3[CH2:46][C:45]([F:51])([F:52])[CH2:44][CH2:43][C:42]=3[N:41]=[C:40]([C:38]3[S:39][C:35]([Cl:34])=[CH:36][CH:37]=3)[N:49]=2)=[CH:61][CH:62]=1. Given the reactants F[P-](F)(F)(F)(F)F.N1(O[P+](N(C)C)(N(C)C)N(C)C)C2C=CC=CC=2N=N1.C(=O)([O-])[O-].[Cs+].[Cs+].[Cl:34][C:35]1[S:39][C:38]([C:40]2[NH:49][C:48](=[O:50])[C:47]3[CH2:46][C:45]([F:52])([F:51])[CH2:44][CH2:43][C:42]=3[N:41]=2)=[CH:37][CH:36]=1.[CH3:53][O:54][C:55](=[O:64])[CH2:56][C:57]1[CH:62]=[CH:61][C:60](O)=[CH:59][CH:58]=1, predict the reaction product. (2) Given the reactants [NH2:1][C:2]1[CH:33]=[CH:32][C:31]([CH3:34])=[CH:30][C:3]=1[C:4]([N:6]([CH2:19][C:20]1[CH:25]=[CH:24][C:23]([C:26]([CH3:29])([CH3:28])[CH3:27])=[CH:22][CH:21]=1)[CH2:7][CH2:8][C:9]1[CH:14]=[CH:13][CH:12]=[C:11]([C:15]([F:18])([F:17])[F:16])[CH:10]=1)=[O:5].[Br:35]N1C(=O)CCC1=O.O.C(Cl)Cl, predict the reaction product. The product is: [NH2:1][C:2]1[C:33]([Br:35])=[CH:32][C:31]([CH3:34])=[CH:30][C:3]=1[C:4]([N:6]([CH2:19][C:20]1[CH:21]=[CH:22][C:23]([C:26]([CH3:29])([CH3:28])[CH3:27])=[CH:24][CH:25]=1)[CH2:7][CH2:8][C:9]1[CH:14]=[CH:13][CH:12]=[C:11]([C:15]([F:16])([F:17])[F:18])[CH:10]=1)=[O:5]. (3) Given the reactants [Br:1][C:2]1[CH:3]=[C:4]([C:10]2[CH:15]=[CH:14][C:13]([C:16]([O:18]CC)=[O:17])=[CH:12][CH:11]=2)[CH:5]=[CH:6][C:7]=1[O:8][CH3:9].[OH-].[Na+].Cl, predict the reaction product. The product is: [Br:1][C:2]1[CH:3]=[C:4]([C:10]2[CH:15]=[CH:14][C:13]([C:16]([OH:18])=[O:17])=[CH:12][CH:11]=2)[CH:5]=[CH:6][C:7]=1[O:8][CH3:9]. (4) Given the reactants [P:1]([O:34]C(C)(C)C)([O:29]C(C)(C)C)([O:3][CH2:4][CH2:5][NH:6][C:7](=[O:28])[C:8]1[CH:13]=[C:12]([N:14]([CH2:18][CH2:19][Br:20])[CH2:15][CH2:16][Br:17])[C:11]([S:21]([CH3:24])(=[O:23])=[O:22])=[CH:10][C:9]=1[N+:25]([O-:27])=[O:26])=[O:2].C(O)(C(F)(F)F)=O, predict the reaction product. The product is: [P:1]([OH:34])([OH:29])([O:3][CH2:4][CH2:5][NH:6][C:7](=[O:28])[C:8]1[CH:13]=[C:12]([N:14]([CH2:15][CH2:16][Br:17])[CH2:18][CH2:19][Br:20])[C:11]([S:21]([CH3:24])(=[O:22])=[O:23])=[CH:10][C:9]=1[N+:25]([O-:27])=[O:26])=[O:2].